Task: Predict the reactants needed to synthesize the given product.. Dataset: Full USPTO retrosynthesis dataset with 1.9M reactions from patents (1976-2016) Given the product [C:20]1([C:13]2[C:14]3[C:19](=[CH:18][CH:17]=[CH:16][CH:15]=3)[C:10]([NH:7][C:4]3[CH:5]=[CH:6][C:1]([NH2:8])=[CH:2][CH:3]=3)=[N:11][N:12]=2)[CH:21]=[CH:22][CH:23]=[CH:24][CH:25]=1, predict the reactants needed to synthesize it. The reactants are: [C:1]1([NH2:8])[CH:6]=[CH:5][C:4]([NH2:7])=[CH:3][CH:2]=1.Cl[C:10]1[C:19]2[C:14](=[CH:15][CH:16]=[CH:17][CH:18]=2)[C:13]([C:20]2[CH:25]=[CH:24][CH:23]=[CH:22][CH:21]=2)=[N:12][N:11]=1.